This data is from Catalyst prediction with 721,799 reactions and 888 catalyst types from USPTO. The task is: Predict which catalyst facilitates the given reaction. (1) Reactant: Cl[C:2]1[N:7]=[C:6]2[CH:8]=[N:9][CH:10]=[CH:11][C:5]2=[N:4][C:3]=1[N:12]1[CH2:17][CH2:16][N:15]([CH2:18][C:19]2[CH:24]=[CH:23][C:22]([F:25])=[CH:21][C:20]=2[F:26])[CH2:14][CH2:13]1.Cl.[O:28]1[CH2:32][CH2:31][C@@H:30]([NH2:33])[CH2:29]1.CCN(CC)CC. Product: [F:26][C:20]1[CH:21]=[C:22]([F:25])[CH:23]=[CH:24][C:19]=1[CH2:18][N:15]1[CH2:16][CH2:17][N:12]([C:3]2[N:4]=[C:5]3[CH:11]=[CH:10][N:9]=[CH:8][C:6]3=[N:7][C:2]=2[NH:33][C@@H:30]2[CH2:31][CH2:32][O:28][CH2:29]2)[CH2:13][CH2:14]1. The catalyst class is: 197. (2) Product: [C:8]1([C@:4]23[CH2:5][C@H:3]2[CH2:2][O:1][C:6]3=[O:18])[C:17]2[C:12](=[CH:13][CH:14]=[CH:15][CH:16]=2)[CH:11]=[CH:10][CH:9]=1. The catalyst class is: 4. Reactant: [OH:1][CH2:2][CH:3]1[CH2:5][C@:4]1([C:8]1[C:17]2[C:12](=[CH:13][CH:14]=[CH:15][CH:16]=2)[CH:11]=[CH:10][CH:9]=1)[C:6]#N.[OH-:18].[Na+].Cl. (3) Reactant: [OH-].[Na+].[OH:3][CH:4]1[CH2:9][CH2:8][N:7]([C:10]2[N:15]=[C:14]([C:16]([NH:18][C:19]3[C:29]([CH3:30])=[CH:28][C:22]([C:23]([O:25]CC)=[O:24])=[CH:21][C:20]=3[CH3:31])=[O:17])[C:13]([CH3:32])=[CH:12][CH:11]=2)[CH2:6][CH2:5]1.CO. Product: [OH:3][CH:4]1[CH2:9][CH2:8][N:7]([C:10]2[N:15]=[C:14]([C:16]([NH:18][C:19]3[C:20]([CH3:31])=[CH:21][C:22]([C:23]([OH:25])=[O:24])=[CH:28][C:29]=3[CH3:30])=[O:17])[C:13]([CH3:32])=[CH:12][CH:11]=2)[CH2:6][CH2:5]1. The catalyst class is: 1. (4) Product: [CH2:10]([O:17][C:18]1[CH:23]=[CH:22][C:21]([CH2:24][C@@H:25]([NH:31][C:32](=[O:45])[CH2:33][CH2:34][CH2:35][CH2:36][CH2:37][CH2:38][C:39]2[CH:44]=[CH:43][CH:42]=[CH:41][CH:40]=2)[CH2:26][CH2:27][C:28](=[O:29])[NH2:3])=[CH:20][CH:19]=1)[C:11]1[CH:16]=[CH:15][CH:14]=[CH:13][CH:12]=1. Reactant: CC[N:3](C(C)C)C(C)C.[CH2:10]([O:17][C:18]1[CH:23]=[CH:22][C:21]([CH2:24][C@@H:25]([NH:31][C:32](=[O:45])[CH2:33][CH2:34][CH2:35][CH2:36][CH2:37][CH2:38][C:39]2[CH:44]=[CH:43][CH:42]=[CH:41][CH:40]=2)[CH2:26][CH2:27][C:28](O)=[O:29])=[CH:20][CH:19]=1)[C:11]1[CH:16]=[CH:15][CH:14]=[CH:13][CH:12]=1.F[P-](F)(F)(F)(F)F.N1(O[P+](N(C)C)(N(C)C)N(C)C)C2C=CC=CC=2N=N1.N. The catalyst class is: 3. (5) Reactant: [C:1]([O:5][C:6]([N:8]1[C:13]2=[N:14][C:15]([C:25]3[CH:30]=[CH:29][C:28]([CH3:31])=[CH:27][CH:26]=3)=[C:16]([C:18]3[CH:23]=[CH:22][C:21]([CH3:24])=[CH:20][CH:19]=3)[N:17]=[C:12]2[CH2:11][CH:10](OC(=O)C)[CH2:9]1)=[O:7])([CH3:4])([CH3:3])[CH3:2].[NH:36]1[CH2:41][CH2:40][CH2:39][CH2:38][CH2:37]1. Product: [N:36]1([CH:10]2[CH2:9][N:8]([C:6]([O:5][C:1]([CH3:3])([CH3:4])[CH3:2])=[O:7])[C:13]3=[N:14][C:15]([C:25]4[CH:30]=[CH:29][C:28]([CH3:31])=[CH:27][CH:26]=4)=[C:16]([C:18]4[CH:19]=[CH:20][C:21]([CH3:24])=[CH:22][CH:23]=4)[N:17]=[C:12]3[CH2:11]2)[CH2:41][CH2:40][CH2:39][CH2:38][CH2:37]1. The catalyst class is: 6. (6) Reactant: C([N:8]1[C:16]2[C:11](=[CH:12][C:13]([CH2:20][N:21]3[CH2:26][CH2:25][S:24](=[O:28])(=[O:27])[CH2:23][CH2:22]3)=[CH:14][C:15]=2[N+:17]([O-:19])=[O:18])[C:10]([Br:29])=[C:9]1[C:30]1[CH:35]=[CH:34][CH:33]=[CH:32][CH:31]=1)(OC(C)(C)C)=O.Cl. Product: [Br:29][C:10]1[C:11]2[C:16](=[C:15]([N+:17]([O-:19])=[O:18])[CH:14]=[C:13]([CH2:20][N:21]3[CH2:26][CH2:25][S:24](=[O:27])(=[O:28])[CH2:23][CH2:22]3)[CH:12]=2)[NH:8][C:9]=1[C:30]1[CH:31]=[CH:32][CH:33]=[CH:34][CH:35]=1. The catalyst class is: 27. (7) Reactant: Br[C:2]1[CH:3]=[N:4][CH:5]=[CH:6][C:7]=1[N:8]1[CH2:13][CH2:12][CH:11]([C:14]([NH2:16])=[O:15])[CH2:10][CH2:9]1.[S:17]1[CH:21]=[CH:20][CH:19]=[C:18]1B(O)O.C(=O)([O-])[O-].[Na+].[Na+]. Product: [S:17]1[CH:21]=[CH:20][CH:19]=[C:18]1[C:2]1[CH:3]=[N:4][CH:5]=[CH:6][C:7]=1[N:8]1[CH2:13][CH2:12][CH:11]([C:14]([NH2:16])=[O:15])[CH2:10][CH2:9]1. The catalyst class is: 10. (8) The catalyst class is: 1. Product: [Si:49]([O:48][C@@H:45]1[CH2:46][CH2:47][C@H:42](/[C:37](=[C:32](\[CH2:31][C:30]2[CH:29]=[CH:28][C:27]([OH:26])=[CH:57][CH:56]=2)/[C:33]([O:35][CH3:36])=[O:34])/[C:38]([O:40][CH3:41])=[O:39])[CH2:43][CH2:44]1)([C:52]([CH3:55])([CH3:54])[CH3:53])([CH3:51])[CH3:50]. Reactant: [F-].C([N+](CCCC)(CCCC)CCCC)CCC.[Si]([O:26][C:27]1[CH:57]=[CH:56][C:30]([CH2:31]/[C:32](=[C:37](\[C@H:42]2[CH2:47][CH2:46][C@@H:45]([O:48][Si:49]([C:52]([CH3:55])([CH3:54])[CH3:53])([CH3:51])[CH3:50])[CH2:44][CH2:43]2)/[C:38]([O:40][CH3:41])=[O:39])/[C:33]([O:35][CH3:36])=[O:34])=[CH:29][CH:28]=1)(C(C)(C)C)(C)C. (9) Reactant: Cl.O.[OH:3][C:4]12[C:15]3[C:10](=[C:11]([N+:16]([O-])=O)[CH:12]=[CH:13][CH:14]=3)[C:9](=[O:19])[C:8]1([NH:20][C:21](=[O:29])[C:22]1[CH:27]=[C:26]([CH3:28])[CH:25]=[N:24][CH:23]=1)[C:7]1[CH:30]=[CH:31][C:32]([CH:34]([CH3:36])[CH3:35])=[CH:33][C:6]=1[O:5]2. Product: [NH2:16][C:11]1[CH:12]=[CH:13][CH:14]=[C:15]2[C:10]=1[C:9](=[O:19])[C:8]1([NH:20][C:21](=[O:29])[C:22]3[CH:27]=[C:26]([CH3:28])[CH:25]=[N:24][CH:23]=3)[C:7]3[CH:30]=[CH:31][C:32]([CH:34]([CH3:36])[CH3:35])=[CH:33][C:6]=3[O:5][C:4]12[OH:3]. The catalyst class is: 186. (10) Reactant: Cl[C:2]1[N:7]=[C:6]2[N:8]([C:11]3[CH:16]=[CH:15][CH:14]=[CH:13][CH:12]=3)[N:9]=[CH:10][C:5]2=[C:4]([NH:17][C:18]2[CH:22]=[C:21]([CH3:23])[NH:20][N:19]=2)[N:3]=1.C1OCCOCCOCCOCCOC1.[F:39][C:40]1[CH:45]=[CH:44][C:43]([S:46]([O-:48])=[O:47])=[CH:42][CH:41]=1.[Na+]. Product: [F:39][C:40]1[CH:45]=[CH:44][C:43]([S:46]([C:2]2[N:7]=[C:6]3[N:8]([C:11]4[CH:16]=[CH:15][CH:14]=[CH:13][CH:12]=4)[N:9]=[CH:10][C:5]3=[C:4]([NH:17][C:18]3[CH:22]=[C:21]([CH3:23])[NH:20][N:19]=3)[N:3]=2)(=[O:48])=[O:47])=[CH:42][CH:41]=1. The catalyst class is: 16.